This data is from Catalyst prediction with 721,799 reactions and 888 catalyst types from USPTO. The task is: Predict which catalyst facilitates the given reaction. (1) Reactant: [Cl:1][C:2]1[CH:10]=[C:9]2[C:5]([C:6]([C:12]3[N:13]=[C:14]4[C:20]([C:21](O)=[O:22])=[CH:19][NH:18][C:15]4=[N:16][CH:17]=3)=[N:7][N:8]2[CH3:11])=[CH:4][CH:3]=1.[CH3:24][C:25]1([NH2:28])[CH2:27][CH2:26]1.CCN=C=NCCCN(C)C.CCN(C(C)C)C(C)C.CN(C(ON1N=NC2C=CC=NC1=2)=[N+](C)C)C.F[P-](F)(F)(F)(F)F. Product: [Cl:1][C:2]1[CH:10]=[C:9]2[C:5]([C:6]([C:12]3[N:13]=[C:14]4[C:20]([C:21]([NH:28][C:25]5([CH3:24])[CH2:27][CH2:26]5)=[O:22])=[CH:19][NH:18][C:15]4=[N:16][CH:17]=3)=[N:7][N:8]2[CH3:11])=[CH:4][CH:3]=1. The catalyst class is: 241. (2) Reactant: F[C:2]1[CH:7]=[CH:6][C:5]([C:8]([C:16]2[CH:21]=[CH:20][C:19](F)=[CH:18][CH:17]=2)([CH:10]2[CH2:15][CH2:14][NH:13][CH2:12][CH2:11]2)O)=[CH:4][CH:3]=1.[O:23]=[C:24]1[C:28]([C:35]2[CH:40]=[CH:39][CH:38]=[CH:37][CH:36]=2)([C:29]2[CH:34]=[CH:33][CH:32]=[CH:31][CH:30]=2)[CH2:27][CH2:26][N:25]1[CH2:41][C:42](O)=[O:43].Cl.C(N=C=NCCCN(C)C)C. Product: [C:5]1([C:8]([C:16]2[CH:21]=[CH:20][CH:19]=[CH:18][CH:17]=2)=[C:10]2[CH2:15][CH2:14][N:13]([C:42](=[O:43])[CH2:41][N:25]3[CH2:26][CH2:27][C:28]([C:29]4[CH:34]=[CH:33][CH:32]=[CH:31][CH:30]=4)([C:35]4[CH:40]=[CH:39][CH:38]=[CH:37][CH:36]=4)[C:24]3=[O:23])[CH2:12][CH2:11]2)[CH:6]=[CH:7][CH:2]=[CH:3][CH:4]=1. The catalyst class is: 112. (3) Reactant: [NH2:1][C:2]1[CH:3]=[C:4]([C:8]2[C:9]3[C:16]([C:17]([O:19][CH2:20][CH3:21])=[O:18])=[CH:15][N:14]([CH2:22][O:23][CH2:24][CH2:25][Si:26]([CH3:29])([CH3:28])[CH3:27])[C:10]=3[N:11]=[CH:12][N:13]=2)[CH:5]=[CH:6][CH:7]=1.CCN(C(C)C)C(C)C.[CH:39]1[N:43]=C[N:41]([C:44](N2C=NC=C2)=[O:45])[CH:40]=1.NCC#N. Product: [C:39]([CH2:40][NH:41][C:44](=[O:45])[NH:1][C:2]1[CH:3]=[C:4]([C:8]2[C:9]3[C:16]([C:17]([O:19][CH2:20][CH3:21])=[O:18])=[CH:15][N:14]([CH2:22][O:23][CH2:24][CH2:25][Si:26]([CH3:28])([CH3:27])[CH3:29])[C:10]=3[N:11]=[CH:12][N:13]=2)[CH:5]=[CH:6][CH:7]=1)#[N:43]. The catalyst class is: 2. (4) Reactant: [F:1][C:2]1[C:14]([NH:15][CH2:16][C:17]2[CH:22]=[C:21]([O:23][CH3:24])[CH:20]=[C:19]([C:25]3[CH:30]=[CH:29][CH:28]=[C:27]([F:31])[CH:26]=3)[CH:18]=2)=[C:13]([F:32])[CH:12]=[CH:11][C:3]=1[O:4][CH2:5][C:6]([O:8]CC)=[O:7].[OH-].[Na+]. Product: [F:1][C:2]1[C:14]([NH:15][CH2:16][C:17]2[CH:22]=[C:21]([O:23][CH3:24])[CH:20]=[C:19]([C:25]3[CH:30]=[CH:29][CH:28]=[C:27]([F:31])[CH:26]=3)[CH:18]=2)=[C:13]([F:32])[CH:12]=[CH:11][C:3]=1[O:4][CH2:5][C:6]([OH:8])=[O:7]. The catalyst class is: 1. (5) Reactant: Cl.C(OC([N:9]1[CH2:36][CH2:35][C:12]2([C:16](=[O:17])[N:15]([C:18]3[CH:23]=[N:22][C:21]([N:24]4[CH2:28][CH2:27][C@H:26]([N:29]5[CH2:33][CH2:32][CH2:31][C@@H:30]5[CH3:34])[CH2:25]4)=[CH:20][N:19]=3)[CH2:14][CH2:13]2)[CH2:11][CH2:10]1)=O)(C)(C)C. Product: [CH3:34][C@H:30]1[CH2:31][CH2:32][CH2:33][N:29]1[C@H:26]1[CH2:27][CH2:28][N:24]([C:21]2[N:22]=[CH:23][C:18]([N:15]3[CH2:14][CH2:13][C:12]4([CH2:35][CH2:36][NH:9][CH2:10][CH2:11]4)[C:16]3=[O:17])=[N:19][CH:20]=2)[CH2:25]1. The catalyst class is: 12.